This data is from Forward reaction prediction with 1.9M reactions from USPTO patents (1976-2016). The task is: Predict the product of the given reaction. (1) Given the reactants [CH2:1]([C:4]1[C:8]([CH2:9][CH2:10][CH2:11][OH:12])=[CH:7][N:6]([C:13]2[CH:18]=[CH:17][C:16]([C:19]([F:22])([F:21])[F:20])=[CH:15][N:14]=2)[N:5]=1)[CH2:2][CH3:3].O[C:24]1[CH:25]=[CH:26][C:27]([O:35][CH3:36])=[C:28]([CH2:30][C:31]([O:33]C)=[O:32])[CH:29]=1.C(P(CCCC)CCCC)CCC.N(C(N1CCCCC1)=O)=NC(N1CCCCC1)=O, predict the reaction product. The product is: [CH3:36][O:35][C:27]1[CH:26]=[CH:25][C:24]([O:12][CH2:11][CH2:10][CH2:9][C:8]2[C:4]([CH2:1][CH2:2][CH3:3])=[N:5][N:6]([C:13]3[CH:18]=[CH:17][C:16]([C:19]([F:21])([F:20])[F:22])=[CH:15][N:14]=3)[CH:7]=2)=[CH:29][C:28]=1[CH2:30][C:31]([OH:33])=[O:32]. (2) Given the reactants C([O:3][C:4]1[N:5]([C:23]2[CH:28]=[CH:27][CH:26]=[C:25]([C:29]([F:32])([F:31])[F:30])[CH:24]=2)[C:6]([CH3:22])=[C:7]([C:9]2[N:13]([C:14]3[CH:21]=[CH:20][C:17]([C:18]#[N:19])=[CH:16][CH:15]=3)[N:12]=[CH:11][CH:10]=2)[N:8]=1)C, predict the reaction product. The product is: [CH3:22][C:6]1[N:5]([C:23]2[CH:28]=[CH:27][CH:26]=[C:25]([C:29]([F:32])([F:31])[F:30])[CH:24]=2)[C:4](=[O:3])[NH:8][C:7]=1[C:9]1[N:13]([C:14]2[CH:15]=[CH:16][C:17]([C:18]#[N:19])=[CH:20][CH:21]=2)[N:12]=[CH:11][CH:10]=1. (3) Given the reactants [F:1][C:2]1[CH:3]=[C:4]([C:9](=[O:18])[CH2:10][C:11]2[CH:16]=[CH:15][C:14]([F:17])=[CH:13][CH:12]=2)[CH:5]=[CH:6][C:7]=1[OH:8].N([O-])=O.[Na+].[N+:23]([O-])(O)=O.[C:27]([OH:31])(=O)[CH2:28]C, predict the reaction product. The product is: [F:1][C:2]1[C:7]2[O:8][CH2:28][C:27](=[O:31])[NH:23][C:6]=2[CH:5]=[C:4]([C:9](=[O:18])[CH2:10][C:11]2[CH:16]=[CH:15][C:14]([F:17])=[CH:13][CH:12]=2)[CH:3]=1. (4) The product is: [Br:14][CH2:10][C:7]1[CH:6]=[CH:5][C:4]([O:3][CH:2]([F:12])[F:1])=[N:9][CH:8]=1. Given the reactants [F:1][CH:2]([F:12])[O:3][C:4]1[N:9]=[CH:8][C:7]([CH2:10]O)=[CH:6][CH:5]=1.C(Br)(Br)(Br)[Br:14].C1(P(C2C=CC=CC=2)C2C=CC=CC=2)C=CC=CC=1, predict the reaction product. (5) Given the reactants [Cl:1][C:2]1[N:7]=[CH:6][C:5]([C:8]([C@@H:10]2[CH2:14][O:13][C:12]([CH3:16])([CH3:15])[O:11]2)=[O:9])=[CH:4][C:3]=1[F:17].CCC(C)[BH-](C(C)CC)C(C)CC.[Li+], predict the reaction product. The product is: [Cl:1][C:2]1[N:7]=[CH:6][C:5]([C@@H:8]([C@@H:10]2[CH2:14][O:13][C:12]([CH3:15])([CH3:16])[O:11]2)[OH:9])=[CH:4][C:3]=1[F:17]. (6) Given the reactants [NH2:1][C:2]1[CH:3]=[C:4]([O:9][S:10]([C:13]2[CH:18]=[CH:17][C:16]([O:19][CH2:20][C:21]3[CH:26]=[CH:25][CH:24]=[CH:23][CH:22]=3)=[CH:15][CH:14]=2)(=[O:12])=[O:11])[CH:5]=[CH:6][C:7]=1[NH2:8].[CH3:27][O:28][C:29]([NH:31][C:32](=NC(OC)=O)SC)=[O:30], predict the reaction product. The product is: [CH3:27][O:28][C:29]([NH:31][C:32]1[NH:8][C:7]2[CH:6]=[CH:5][C:4]([O:9][S:10]([C:13]3[CH:18]=[CH:17][C:16]([O:19][CH2:20][C:21]4[CH:22]=[CH:23][CH:24]=[CH:25][CH:26]=4)=[CH:15][CH:14]=3)(=[O:12])=[O:11])=[CH:3][C:2]=2[N:1]=1)=[O:30]. (7) Given the reactants [CH3:1][O:2][C:3]1[N:4]=[CH:5][CH:6]=[C:7]2[C:11](B3OC(C)(C)C(C)(C)O3)=[CH:10][N:9]([CH3:21])[C:8]=12.Br[C:23]1[C:24]([O:34][C:35]2[CH:40]=[CH:39][C:38]([F:41])=[CH:37][C:36]=2[F:42])=[N:25][CH:26]=[C:27]([CH2:29][S:30]([CH3:33])(=[O:32])=[O:31])[CH:28]=1.P([O-])([O-])([O-])=O.[K+].[K+].[K+], predict the reaction product. The product is: [F:42][C:36]1[CH:37]=[C:38]([F:41])[CH:39]=[CH:40][C:35]=1[O:34][C:24]1[C:23]([C:11]2[C:7]3[C:8](=[C:3]([O:2][CH3:1])[N:4]=[CH:5][CH:6]=3)[N:9]([CH3:21])[CH:10]=2)=[CH:28][C:27]([CH2:29][S:30]([CH3:33])(=[O:32])=[O:31])=[CH:26][N:25]=1.